From a dataset of Reaction yield outcomes from USPTO patents with 853,638 reactions. Predict the reaction yield, written as a fraction of the theoretical maximum amount of product (1.0 means a 100% yield; for example, 0.34 means a 34% yield). (1) The catalyst is C(O)C.O.Cl[Pd](Cl)([P](C1C=CC=CC=1)(C1C=CC=CC=1)C1C=CC=CC=1)[P](C1C=CC=CC=1)(C1C=CC=CC=1)C1C=CC=CC=1. The yield is 0.890. The reactants are Br[C:2]1[CH:7]=[CH:6][C:5]([C@@H:8]([OH:13])[C:9]([F:12])([F:11])[F:10])=[CH:4][CH:3]=1.[CH3:14][O:15][C:16]1[CH:17]=[C:18](B(O)O)[CH:19]=[CH:20][CH:21]=1.C(=O)([O-])[O-].[K+].[K+]. The product is [F:10][C:9]([F:12])([F:11])[C@@H:8]([C:5]1[CH:6]=[CH:7][C:2]([C:20]2[CH:19]=[CH:18][CH:17]=[C:16]([O:15][CH3:14])[CH:21]=2)=[CH:3][CH:4]=1)[OH:13]. (2) The reactants are [CH3:1][N:2]([CH2:10][CH2:11][N:12]([CH3:37])[CH2:13][C:14]1[C:15]([CH:25]2[CH2:30][CH2:29][N:28]([C:31](=[O:36])[CH2:32][CH:33]([CH3:35])[CH3:34])[CH2:27][CH2:26]2)=[N:16][N:17](C2CCCCO2)[CH:18]=1)C(=O)OC(C)(C)C.O.CC#N. The catalyst is C(O)C.O1CCOCC1.Cl. The product is [CH3:34][CH:33]([CH3:35])[CH2:32][C:31]([N:28]1[CH2:27][CH2:26][CH:25]([C:15]2[C:14]([CH2:13][N:12]([CH3:37])[CH2:11][CH2:10][NH:2][CH3:1])=[CH:18][NH:17][N:16]=2)[CH2:30][CH2:29]1)=[O:36]. The yield is 0.250. (3) The reactants are CC1N=C(N2C(=O)NN=C2)SC=1C(OCC)=O.[C:18]([C:21]1[S:25][C:24]([N:26]2[CH2:30][CH2:29][NH:28][C:27]2=[O:31])=[N:23][C:22]=1[CH3:32])(=[O:20])[CH3:19].[F:33][C:34]1[CH:41]=[CH:40][C:37]([CH2:38]Br)=[CH:36][CH:35]=1. No catalyst specified. The product is [C:18]([C:21]1[S:25][C:24]([N:26]2[CH2:30][CH2:29][N:28]([CH2:38][C:37]3[CH:40]=[CH:41][C:34]([F:33])=[CH:35][CH:36]=3)[C:27]2=[O:31])=[N:23][C:22]=1[CH3:32])(=[O:20])[CH3:19]. The yield is 0.980. (4) The reactants are B(O)(O)[C:2]1[CH:10]=[CH:9][CH:8]=[C:7]2[C:3]=1[CH:4]=[CH:5][NH:6]2.I[C:14]1[C:22]2[C:17](=[N:18][CH:19]=[N:20][C:21]=2[NH2:23])[N:16]([CH:24]([CH3:26])[CH3:25])[N:15]=1.C([O-])([O-])=O.[Na+].[Na+].[CH3:33][CH2:34]O. The catalyst is COCCOC.C1C=CC([P]([Pd]([P](C2C=CC=CC=2)(C2C=CC=CC=2)C2C=CC=CC=2)([P](C2C=CC=CC=2)(C2C=CC=CC=2)C2C=CC=CC=2)[P](C2C=CC=CC=2)(C2C=CC=CC=2)C2C=CC=CC=2)(C2C=CC=CC=2)C2C=CC=CC=2)=CC=1. The product is [CH:24]1([N:16]2[C:17]3=[N:18][CH:19]=[N:20][C:21]([NH2:23])=[C:22]3[C:14]([C:2]3[CH:10]=[CH:9][CH:8]=[C:7]4[C:3]=3[CH:4]=[CH:5][NH:6]4)=[N:15]2)[CH2:26][CH2:34][CH2:33][CH2:25]1. The yield is 0.950. (5) The reactants are [C:1]([NH:4][C:5]1[CH:12]=[CH:11][C:8]([CH:9]=O)=[CH:7][CH:6]=1)(=[O:3])[CH3:2].Cl.[O:14]([NH2:16])[CH3:15]. No catalyst specified. The product is [CH3:15][O:14][N:16]=[CH:9][C:8]1[CH:11]=[CH:12][C:5]([NH:4][C:1](=[O:3])[CH3:2])=[CH:6][CH:7]=1. The yield is 0.980. (6) The reactants are [Cl:1][C:2]1[CH:26]=[CH:25][C:5]([CH2:6][NH:7][C:8]([C:10]2[C:19](=[O:20])[C:18]3[C:13](=[C:14]([I:23])[CH:15]=[C:16]([CH2:21]Cl)[CH:17]=3)[N:12]([CH3:24])[CH:11]=2)=[O:9])=[CH:4][CH:3]=1.C(N(CC)C(C)C)(C)C.[NH:36]1[CH2:41][CH2:40][O:39][CH2:38][CH2:37]1. The catalyst is CN(C=O)C. The product is [Cl:1][C:2]1[CH:3]=[CH:4][C:5]([CH2:6][NH:7][C:8]([C:10]2[C:19](=[O:20])[C:18]3[C:13](=[C:14]([I:23])[CH:15]=[C:16]([CH2:21][N:36]4[CH2:41][CH2:40][O:39][CH2:38][CH2:37]4)[CH:17]=3)[N:12]([CH3:24])[CH:11]=2)=[O:9])=[CH:25][CH:26]=1. The yield is 0.730. (7) The reactants are C1(CO[C:9]([NH:11][C@H:12]([C:17]([NH:19][C@H:20]([CH2:24][OH:25])[CH:21]([CH3:23])[CH3:22])=[O:18])[CH2:13][CH:14]([CH3:16])[CH3:15])=[O:10])C=CC=CC=1.O.C(=O)([O-])[O-].[Na+].[Na+].[O:33]1[CH:37]=[CH:36][CH:35]=[C:34]1C(Cl)=O. The catalyst is CO.C(OCC)(=O)C.[C].[Pd]. The product is [O:33]1[CH:37]=[CH:36][CH:35]=[C:34]1[C:9]([NH:11][C@H:12]([C:17]([NH:19][C@H:20]([CH2:24][OH:25])[CH:21]([CH3:22])[CH3:23])=[O:18])[CH2:13][CH:14]([CH3:15])[CH3:16])=[O:10]. The yield is 0.860.